This data is from Reaction yield outcomes from USPTO patents with 853,638 reactions. The task is: Predict the reaction yield, written as a fraction of the theoretical maximum amount of product (1.0 means a 100% yield; for example, 0.34 means a 34% yield). The reactants are [NH2:1][CH2:2][C:3]1[C:12](=[O:13])[C:11]2[C:6](=[CH:7][C:8]([Cl:14])=[CH:9][CH:10]=2)[N:5]([C:15]2[CH:20]=[CH:19][CH:18]=[CH:17][CH:16]=2)[CH:4]=1.[CH3:21][O:22][C:23]1[CH:24]=[C:25]([CH:29]=[CH:30][C:31]=1[O:32][CH3:33])[C:26](Cl)=[O:27].C(N(CC)C(C)C)(C)C. The catalyst is C(Cl)Cl. The product is [Cl:14][C:8]1[CH:7]=[C:6]2[C:11]([C:12](=[O:13])[C:3]([CH2:2][NH:1][C:26](=[O:27])[C:25]3[CH:29]=[CH:30][C:31]([O:32][CH3:33])=[C:23]([O:22][CH3:21])[CH:24]=3)=[CH:4][N:5]2[C:15]2[CH:16]=[CH:17][CH:18]=[CH:19][CH:20]=2)=[CH:10][CH:9]=1. The yield is 0.590.